Predict the reaction yield, written as a fraction of the theoretical maximum amount of product (1.0 means a 100% yield; for example, 0.34 means a 34% yield). From a dataset of Reaction yield outcomes from USPTO patents with 853,638 reactions. (1) The reactants are Cl.[Br:2][C:3]1[CH:4]=[C:5]([CH:8]=[CH:9][CH:10]=1)[CH2:6][NH2:7].[C:11]([O:15][C:16](O[C:16]([O:15][C:11]([CH3:14])([CH3:13])[CH3:12])=[O:17])=[O:17])([CH3:14])([CH3:13])[CH3:12].C(N(CC)CC)C. The catalyst is ClCCl. The product is [Br:2][C:3]1[CH:4]=[C:5]([CH:8]=[CH:9][CH:10]=1)[CH2:6][NH:7][C:16](=[O:17])[O:15][C:11]([CH3:14])([CH3:13])[CH3:12]. The yield is 1.00. (2) The reactants are [Cl:1][C:2]1[C:7]([CH2:8][CH3:9])=[C:6](Cl)[N:5]=[CH:4][N:3]=1.[NH3:11]. The catalyst is C(O)CCC. The product is [Cl:1][C:2]1[N:3]=[CH:4][N:5]=[C:6]([NH2:11])[C:7]=1[CH2:8][CH3:9]. The yield is 0.550. (3) The reactants are Br[C:2]1[CH:3]=[C:4]([CH:14]=[C:15]([N+:17]([O-:19])=[O:18])[CH:16]=1)[CH2:5][N:6]1[CH2:9][CH:8]([C:10]([O:12][CH3:13])=[O:11])[CH2:7]1.[CH3:20][C:21]1[CH:26]=[C:25](B(O)O)[CH:24]=[CH:23][N:22]=1.C([O-])([O-])=O.[Na+].[Na+]. The catalyst is CN(C=O)C.Cl[Pd](Cl)([P](C1C=CC=CC=1)(C1C=CC=CC=1)C1C=CC=CC=1)[P](C1C=CC=CC=1)(C1C=CC=CC=1)C1C=CC=CC=1. The product is [CH3:20][C:21]1[CH:26]=[C:25]([C:2]2[CH:3]=[C:4]([CH:14]=[C:15]([N+:17]([O-:19])=[O:18])[CH:16]=2)[CH2:5][N:6]2[CH2:9][CH:8]([C:10]([O:12][CH3:13])=[O:11])[CH2:7]2)[CH:24]=[CH:23][N:22]=1. The yield is 0.600.